Dataset: Full USPTO retrosynthesis dataset with 1.9M reactions from patents (1976-2016). Task: Predict the reactants needed to synthesize the given product. (1) Given the product [CH3:1][N:2]([CH3:4])[NH:3][C:6]1[CH:11]=[CH:10][CH:9]=[CH:8][CH:7]=1, predict the reactants needed to synthesize it. The reactants are: [CH3:1][N:2]([CH3:4])[NH2:3].Br[C:6]1[CH:11]=[CH:10][CH:9]=[CH:8][CH:7]=1.C1C=CC(P(C2C(C3C(P(C4C=CC=CC=4)C4C=CC=CC=4)=CC=C4C=3C=CC=C4)=C3C(C=CC=C3)=CC=2)C2C=CC=CC=2)=CC=1.O(C(C)(C)C)[Li]. (2) Given the product [CH3:23][O:3][C@H:4]([C:18]1[S:19][CH:20]=[CH:21][CH:22]=1)[C@@H:5]1[N:9]([CH3:10])[C:8](=[O:11])[CH2:7][C@@H:6]1[C:12]1[CH:17]=[CH:16][CH:15]=[CH:14][CH:13]=1, predict the reactants needed to synthesize it. The reactants are: [H-].[Na+].[OH:3][C@H:4]([C:18]1[S:19][CH:20]=[CH:21][CH:22]=1)[C@@H:5]1[N:9]([CH3:10])[C:8](=[O:11])[CH2:7][C@@H:6]1[C:12]1[CH:17]=[CH:16][CH:15]=[CH:14][CH:13]=1.[CH3:23]I.O.